This data is from Full USPTO retrosynthesis dataset with 1.9M reactions from patents (1976-2016). The task is: Predict the reactants needed to synthesize the given product. Given the product [C:1]([O:5][C:6]([N:8]([CH3:59])[C@H:9]([C:13]([NH:15][C@H:16]([C:20]([N:22]([C@@H:24]([C@@H:55]([CH3:58])[CH2:56][CH3:57])[C@H:25]([O:53][CH3:54])[CH2:26][C:27]([N:29]1[CH2:33][CH2:32][CH2:31][C@H:30]1[C@H:34]([O:51][CH3:52])[C@@H:35]([CH3:50])[C:36]([NH:38][C@@H:39]([CH2:40][C:41]1[CH:42]=[CH:43][CH:44]=[CH:45][CH:46]=1)[C:47]([NH:67][CH2:60][C:61]1[CH:66]=[CH:65][CH:64]=[CH:63][CH:62]=1)=[O:48])=[O:37])=[O:28])[CH3:23])=[O:21])[CH:17]([CH3:18])[CH3:19])=[O:14])[CH:10]([CH3:12])[CH3:11])=[O:7])([CH3:2])([CH3:4])[CH3:3], predict the reactants needed to synthesize it. The reactants are: [C:1]([O:5][C:6]([N:8]([CH3:59])[C@H:9]([C:13]([NH:15][C@H:16]([C:20]([N:22]([C@@H:24]([C@@H:55]([CH3:58])[CH2:56][CH3:57])[C@H:25]([O:53][CH3:54])[CH2:26][C:27]([N:29]1[CH2:33][CH2:32][CH2:31][C@H:30]1[C@H:34]([O:51][CH3:52])[C@@H:35]([CH3:50])[C:36]([NH:38][C@H:39]([C:47](O)=[O:48])[CH2:40][C:41]1[CH:46]=[CH:45][CH:44]=[CH:43][CH:42]=1)=[O:37])=[O:28])[CH3:23])=[O:21])[CH:17]([CH3:19])[CH3:18])=[O:14])[CH:10]([CH3:12])[CH3:11])=[O:7])([CH3:4])([CH3:3])[CH3:2].[CH2:60]([NH2:67])[C:61]1[CH:66]=[CH:65][CH:64]=[CH:63][CH:62]=1.C(N(CC)C(C)C)(C)C.C1C=CC2N(O)N=NC=2C=1.C(Cl)CCl.